This data is from Catalyst prediction with 721,799 reactions and 888 catalyst types from USPTO. The task is: Predict which catalyst facilitates the given reaction. Reactant: [C:1](O)(=O)[CH2:2][CH2:3][CH2:4][CH2:5][CH2:6][CH2:7][CH2:8][CH2:9][CH2:10][CH2:11][CH2:12][CH2:13][CH2:14][CH2:15][CH2:16][CH2:17]C.C[C:22]1(C)[O:27][C:26](=[O:28])[CH2:25][C:24](=[O:29])O1.C(N(CC)CC)C.C(P(=O)(OCC)OCC)#N. Product: [O:29]=[C:24]([CH2:17][CH2:16][CH2:15][CH2:14][CH2:13][CH2:12][CH2:11][CH2:10][CH2:9][CH2:8][CH2:7][CH2:6][CH2:5][CH2:4][CH2:3][CH2:2][CH3:1])[CH2:25][C:26]([O:27][CH3:22])=[O:28]. The catalyst class is: 2.